Dataset: Reaction yield outcomes from USPTO patents with 853,638 reactions. Task: Predict the reaction yield, written as a fraction of the theoretical maximum amount of product (1.0 means a 100% yield; for example, 0.34 means a 34% yield). The reactants are Cl[C:2]1[CH:7]=[C:6]([O:8][C:9]2[CH:10]=[N:11][C:12]([N+:15]([O-:17])=[O:16])=[CH:13][CH:14]=2)[CH:5]=[CH:4][N:3]=1.[CH3:18][N:19]1[CH:23]=[C:22]([Sn](CCCC)(CCCC)CCCC)[N:21]=[CH:20]1.[F-].[K+].CCOC(C)=O. The catalyst is C1(C)C=CC=CC=1.C1C=CC([P]([Pd]([P](C2C=CC=CC=2)(C2C=CC=CC=2)C2C=CC=CC=2)([P](C2C=CC=CC=2)(C2C=CC=CC=2)C2C=CC=CC=2)[P](C2C=CC=CC=2)(C2C=CC=CC=2)C2C=CC=CC=2)(C2C=CC=CC=2)C2C=CC=CC=2)=CC=1. The product is [CH3:18][N:19]1[CH:23]=[C:22]([C:2]2[CH:7]=[C:6]([O:8][C:9]3[CH:10]=[N:11][C:12]([N+:15]([O-:17])=[O:16])=[CH:13][CH:14]=3)[CH:5]=[CH:4][N:3]=2)[N:21]=[CH:20]1. The yield is 0.910.